From a dataset of Catalyst prediction with 721,799 reactions and 888 catalyst types from USPTO. Predict which catalyst facilitates the given reaction. (1) Reactant: [CH2:1]([N:5]1[C:10](=[O:11])[CH2:9][N:8]([C:12]([O:14][CH2:15]Cl)=[O:13])[C:7]([C:17]2[CH:22]=[C:21]([Cl:23])[CH:20]=[C:19]([Cl:24])[CH:18]=2)=[N:6]1)[CH2:2][CH2:3][CH3:4].[I-:25].[Na+]. Product: [CH2:1]([N:5]1[C:10](=[O:11])[CH2:9][N:8]([C:12]([O:14][CH2:15][I:25])=[O:13])[C:7]([C:17]2[CH:22]=[C:21]([Cl:23])[CH:20]=[C:19]([Cl:24])[CH:18]=2)=[N:6]1)[CH2:2][CH2:3][CH3:4]. The catalyst class is: 21. (2) Reactant: [CH3:1][C@H:2]1[CH2:7][C@:6](C=C)([NH:8][S:9]([CH:12]=[CH2:13])(=[O:11])=[O:10])[CH2:5][CH2:4][N:3]1[C:16]([O:18][C:19]([CH3:22])([CH3:21])[CH3:20])=[O:17]. Product: [CH3:1][C@@H:2]1[N:3]([C:16]([O:18][C:19]([CH3:21])([CH3:22])[CH3:20])=[O:17])[CH2:4][CH2:5][C@@:6]2([NH:8][S:9](=[O:10])(=[O:11])[CH:12]=[CH:13]2)[CH2:7]1. The catalyst class is: 11.